This data is from Full USPTO retrosynthesis dataset with 1.9M reactions from patents (1976-2016). The task is: Predict the reactants needed to synthesize the given product. (1) Given the product [ClH:42].[CH3:1][NH:2][CH2:10][C:11]1[CH:15]=[C:14]([C:16]2[CH:17]=[CH:18][CH:19]=[CH:20][CH:21]=2)[N:13]([S:22]([C:25]2[CH:30]=[CH:29][CH:28]=[C:27]([C:31]3[NH:32][N:33]=[N:34][N:35]=3)[CH:26]=2)(=[O:24])=[O:23])[CH:12]=1, predict the reactants needed to synthesize it. The reactants are: [CH3:1][N:2]([CH2:10][C:11]1[CH:15]=[C:14]([C:16]2[CH:21]=[CH:20][CH:19]=[CH:18][CH:17]=2)[N:13]([S:22]([C:25]2[CH:30]=[CH:29][CH:28]=[C:27]([C:31]3[NH:35][N:34]=[N:33][N:32]=3)[CH:26]=2)(=[O:24])=[O:23])[CH:12]=1)C(=O)OC(C)(C)C.C(OCC)(=O)C.[ClH:42]. (2) Given the product [OH:32][C@@:25]1([C:23]#[C:24][C:2]2[CH:22]=[CH:21][C:5]3[O:6][CH2:7][CH2:8][C:9]4[N:10]([N:11]=[C:12]([C:18]([NH2:20])=[O:19])[C:13]=4[C:14]([NH:16][CH3:17])=[O:15])[C:4]=3[CH:3]=2)[CH2:29][CH2:28][N:27]([CH3:30])[C:26]1=[O:31], predict the reactants needed to synthesize it. The reactants are: Br[C:2]1[CH:22]=[CH:21][C:5]2[O:6][CH2:7][CH2:8][C:9]3[N:10]([N:11]=[C:12]([C:18]([NH2:20])=[O:19])[C:13]=3[C:14]([NH:16][CH3:17])=[O:15])[C:4]=2[CH:3]=1.[C:23]([C@:25]1([OH:32])[CH2:29][CH2:28][N:27]([CH3:30])[C:26]1=[O:31])#[CH:24].